From a dataset of Full USPTO retrosynthesis dataset with 1.9M reactions from patents (1976-2016). Predict the reactants needed to synthesize the given product. (1) The reactants are: [CH:1]1([C:4]2[CH:5]=[CH:6][C:7]([NH:14][C:15]3[CH:31]=[CH:30][C:18]4[N:19]([C:24]5[CH:29]=[CH:28][CH:27]=[CH:26][CH:25]=5)[C:20](=[O:23])[N:21]([CH3:22])[C:17]=4[CH:16]=3)=[C:8]([CH:13]=2)[C:9]([O:11]C)=[O:10])[CH2:3][CH2:2]1.[OH-].[Na+].O.Cl. Given the product [CH:1]1([C:4]2[CH:5]=[CH:6][C:7]([NH:14][C:15]3[CH:31]=[CH:30][C:18]4[N:19]([C:24]5[CH:29]=[CH:28][CH:27]=[CH:26][CH:25]=5)[C:20](=[O:23])[N:21]([CH3:22])[C:17]=4[CH:16]=3)=[C:8]([CH:13]=2)[C:9]([OH:11])=[O:10])[CH2:3][CH2:2]1, predict the reactants needed to synthesize it. (2) Given the product [Cl:8][CH2:7][C:6]([C:9]1[CH:14]=[N:13][CH:12]=[CH:11][N:10]=1)=[O:5], predict the reactants needed to synthesize it. The reactants are: C([Si](C(C)C)(C(C)C)[O:5][C:6]([C:9]1[CH:14]=[N:13][CH:12]=[CH:11][N:10]=1)=[CH:7][Cl:8])(C)C. (3) Given the product [CH3:2][C:1]1[NH:17][C:10]2[CH2:9][CH2:8][CH2:7][C:6](=[O:12])[C:5]=2[N:4]=1, predict the reactants needed to synthesize it. The reactants are: [C:1]([NH:4][C:5]1[C:6](=[O:12])[CH2:7][CH2:8][CH2:9][C:10]=1O)(=O)[CH3:2].C([O-])(=O)C.[NH4+:17].